Task: Predict the reactants needed to synthesize the given product.. Dataset: Full USPTO retrosynthesis dataset with 1.9M reactions from patents (1976-2016) Given the product [NH2:7][CH:8]([CH:37]1[CH2:42][CH2:41][CH2:40][CH2:39][CH2:38]1)[C:9]([N:11]1[CH2:15][CH2:14][CH2:13][CH:12]1[CH2:16][C:17]1[C:25]2[C:20](=[CH:21][C:22]([F:26])=[CH:23][CH:24]=2)[N:19]([CH2:27][CH2:28][O:29][CH2:30][CH2:31][O:32][CH2:33][CH2:34][O:35][CH3:36])[CH:18]=1)=[O:10], predict the reactants needed to synthesize it. The reactants are: C(OC(=O)[NH:7][CH:8]([CH:37]1[CH2:42][CH2:41][CH2:40][CH2:39][CH2:38]1)[C:9]([N:11]1[CH2:15][CH2:14][CH2:13][CH:12]1[CH2:16][C:17]1[C:25]2[C:20](=[CH:21][C:22]([F:26])=[CH:23][CH:24]=2)[N:19]([CH2:27][CH2:28][O:29][CH2:30][CH2:31][O:32][CH2:33][CH2:34][O:35][CH3:36])[CH:18]=1)=[O:10])(C)(C)C.C(O)(C(F)(F)F)=O.